This data is from Forward reaction prediction with 1.9M reactions from USPTO patents (1976-2016). The task is: Predict the product of the given reaction. (1) Given the reactants ClN1C(=O)CCC1=O.[I-:9].[Na+].[CH3:11][O:12][C:13]([C:15]1[NH:19][C:18]2[C:20]([Br:23])=[CH:21][S:22][C:17]=2[CH:16]=1)=[O:14], predict the reaction product. The product is: [CH3:11][O:12][C:13]([C:15]1[NH:19][C:18]2[C:20]([Br:23])=[CH:21][S:22][C:17]=2[C:16]=1[I:9])=[O:14]. (2) Given the reactants [CH3:1][O:2][C:3]1[CH:8]=[CH:7][C:6]([C:9]([F:12])([F:11])[F:10])=[CH:5][C:4]=1[N+:13]([O-])=O, predict the reaction product. The product is: [CH3:1][O:2][C:3]1[CH:8]=[CH:7][C:6]([C:9]([F:10])([F:11])[F:12])=[CH:5][C:4]=1[NH2:13]. (3) Given the reactants [CH3:1][O:2][C:3](=[O:22])[C@H:4]([OH:21])[CH2:5][NH:6][C:7]1[CH:8]=[C:9]2[C:13](=[CH:14][CH:15]=1)[N:12]([CH2:16][CH:17]([CH3:19])[CH3:18])[C:11](=[O:20])[CH2:10]2.[C:23](OCC)(=[O:25])C, predict the reaction product. The product is: [CH3:1][O:2][C:3]([C@@H:4]1[O:21][C:23](=[O:25])[N:6]([C:7]2[CH:8]=[C:9]3[C:13](=[CH:14][CH:15]=2)[N:12]([CH2:16][CH:17]([CH3:19])[CH3:18])[C:11](=[O:20])[CH2:10]3)[CH2:5]1)=[O:22]. (4) Given the reactants ClC1C(N)=C2C(C(OC)=CC=N2)=CC=1.[NH2:15][C:16]1[C:17]([C:26]([C:28]2[CH:33]=[CH:32][C:31]([CH3:34])=[CH:30][CH:29]=2)=O)=[CH:18][CH:19]=[C:20]2[C:25]=1[N:24]=[CH:23][CH:22]=[CH:21]2.[CH3:35][NH:36][S:37](Cl)(=[O:39])=[O:38].[BH4-].[Na+], predict the reaction product. The product is: [CH3:35][N:36]1[S:37](=[O:39])(=[O:38])[NH:15][C:16]2[C:25]3[C:20](=[CH:21][CH:22]=[CH:23][N:24]=3)[CH:19]=[CH:18][C:17]=2[CH:26]1[C:28]1[CH:33]=[CH:32][C:31]([CH3:34])=[CH:30][CH:29]=1. (5) Given the reactants Br.[NH2:2][C:3]1[C:4]([Br:13])=[C:5]2[C:10](=[CH:11][CH:12]=1)[N:9]=[CH:8][CH:7]=[N:6]2.NC1C(Br)=C2[C:22](=CC=1)[N:21]=[CH:20][CH:19]=[N:18]2, predict the reaction product. The product is: [CH:11]1[CH:12]=[C:3]([NH:2][C:22]2[NH:18][CH2:19][CH2:20][N:21]=2)[C:4]([Br:13])=[C:5]2[N:6]=[CH:7][CH:8]=[N:9][C:10]=12. (6) Given the reactants C([N:9]1[CH2:22][CH2:21][CH:20]2[CH:12]([NH:13][C:14]3[CH:15]=[C:16]([Cl:24])[C:17]([Cl:23])=[CH:18][C:19]=32)[CH2:11][CH2:10]1)(=O)C1C=CC=CC=1.[OH-].[K+].C(O)CO, predict the reaction product. The product is: [Cl:24][C:16]1[C:17]([Cl:23])=[CH:18][C:19]2[CH:20]3[CH2:21][CH2:22][NH:9][CH2:10][CH2:11][CH:12]3[NH:13][C:14]=2[CH:15]=1. (7) Given the reactants [CH3:1][O:2][C:3]1[CH:10]=[CH:9][C:6]([CH:7]=O)=[CH:5][CH:4]=1.[C:11]1([S:17]([NH2:20])(=[O:19])=[O:18])[CH:16]=[CH:15][CH:14]=[CH:13][CH:12]=1.C1(C)C=CC=CC=1.C1(C)C=CC(S(O)(=O)=O)=CC=1, predict the reaction product. The product is: [CH3:1][O:2][C:3]1[CH:10]=[CH:9][C:6]([CH:7]=[N:20][S:17]([C:11]2[CH:16]=[CH:15][CH:14]=[CH:13][CH:12]=2)(=[O:19])=[O:18])=[CH:5][CH:4]=1.